Dataset: Catalyst prediction with 721,799 reactions and 888 catalyst types from USPTO. Task: Predict which catalyst facilitates the given reaction. (1) Reactant: [O:1]=[C:2]1[CH2:7][CH2:6][CH2:5][CH:4]([C:8]([O:10][CH3:11])=[O:9])[CH2:3]1.C1(C)C=CC(S([O-])(=O)=O)=CC=1.[NH+]1C=CC=CC=1.[CH2:29](O)[CH2:30][OH:31].C(N(CC)CC)C. Product: [O:31]1[C:2]2([CH2:7][CH2:6][CH2:5][CH:4]([C:8]([O:10][CH3:11])=[O:9])[CH2:3]2)[O:1][CH2:29][CH2:30]1. The catalyst class is: 11. (2) Reactant: [Cl-].C(O[C:5](=[NH2+:22])[CH2:6][N:7]1[C:17]2[C:18]3[N:9]([CH2:10][C:11](=[O:20])[N:12]([CH3:19])[C:13]=3[CH:14]=[CH:15][CH:16]=2)[C:8]1=[O:21])C.N[CH2:24][CH2:25][C:26]1[CH:27]=[C:28]2[C:41](=[CH:42][C:43]=1[N+:44]([O-])=O)[CH2:40][C@:30]1([C:38]3[C:33](=[N:34][CH:35]=[CH:36][CH:37]=3)[NH:32][C:31]1=[O:39])[CH2:29]2.C([O-])(O)=O.[Na+]. Product: [CH3:19][N:12]1[C:13]2[CH:14]=[CH:15][CH:16]=[C:17]3[N:7]([CH2:6][C:5]4[NH:44][C:43]5[CH:42]=[C:41]6[C:28](=[CH:27][C:26]=5[CH2:25][CH2:24][N:22]=4)[CH2:29][C@@:30]4([C:38]5[C:33](=[N:34][CH:35]=[CH:36][CH:37]=5)[NH:32][C:31]4=[O:39])[CH2:40]6)[C:8](=[O:21])[N:9]([C:18]=23)[CH2:10][C:11]1=[O:20]. The catalyst class is: 14.